Dataset: Reaction yield outcomes from USPTO patents with 853,638 reactions. Task: Predict the reaction yield, written as a fraction of the theoretical maximum amount of product (1.0 means a 100% yield; for example, 0.34 means a 34% yield). (1) The reactants are C([O:5][C:6](=[O:43])[CH2:7][CH2:8][NH:9][C:10](=[O:42])[C:11]1[CH:16]=[CH:15][C:14]([O:17][CH:18]([C:26]2[CH:31]=[CH:30][C:29]([C:32]3[CH:37]=[CH:36][C:35]([C:38]([F:41])([F:40])[F:39])=[CH:34][CH:33]=3)=[CH:28][CH:27]=2)[CH2:19][CH:20]2[CH2:25][CH2:24][CH2:23][CH2:22][CH2:21]2)=[CH:13][CH:12]=1)(C)(C)C.[Li+].[OH-].Cl. The catalyst is C1COCC1. The product is [CH:20]1([CH2:19][CH:18]([C:26]2[CH:27]=[CH:28][C:29]([C:32]3[CH:37]=[CH:36][C:35]([C:38]([F:39])([F:40])[F:41])=[CH:34][CH:33]=3)=[CH:30][CH:31]=2)[O:17][C:14]2[CH:15]=[CH:16][C:11]([C:10]([NH:9][CH2:8][CH2:7][C:6]([OH:43])=[O:5])=[O:42])=[CH:12][CH:13]=2)[CH2:25][CH2:24][CH2:23][CH2:22][CH2:21]1. The yield is 0.880. (2) The reactants are [Br:1]C1SC(C)=C(C2C=CC(C(NC3C(F)=CC=CC=3F)=O)=CC=2)N=1.[CH3:25][C:26]1[CH:31]=[CH:30][C:29](B2OC(C)(C)C(C)(C)O2)=[CH:28]N=1.C([O-])([O-])=O.[Na+].[Na+].C[CH2:48][O:49][C:50](C)=[O:51]. The catalyst is C1COCC1.O.Cl[Pd](Cl)([P](C1C=CC=CC=1)(C1C=CC=CC=1)C1C=CC=CC=1)[P](C1C=CC=CC=1)(C1C=CC=CC=1)C1C=CC=CC=1. The product is [CH3:48][O:49][C:50](=[O:51])[C:26]1[CH:25]=[CH:28][C:29]([Br:1])=[CH:30][CH:31]=1. The yield is 0.650. (3) The reactants are [CH3:1][NH:2][S:3]([C:6]1[CH:11]=[CH:10][C:9](B(O)O)=[CH:8][CH:7]=1)(=[O:5])=[O:4].[C:15]([O:19][C:20](=[O:29])[NH:21][C:22]1[CH:27]=[CH:26][CH:25]=[C:24](Br)[N:23]=1)([CH3:18])([CH3:17])[CH3:16].C([O-])([O-])=O.[K+].[K+]. The catalyst is CN(C=O)C.O.C1C=CC([P]([Pd]([P](C2C=CC=CC=2)(C2C=CC=CC=2)C2C=CC=CC=2)([P](C2C=CC=CC=2)(C2C=CC=CC=2)C2C=CC=CC=2)[P](C2C=CC=CC=2)(C2C=CC=CC=2)C2C=CC=CC=2)(C2C=CC=CC=2)C2C=CC=CC=2)=CC=1. The product is [CH3:1][NH:2][S:3]([C:6]1[CH:11]=[CH:10][C:9]([C:24]2[N:23]=[C:22]([NH:21][C:20](=[O:29])[O:19][C:15]([CH3:17])([CH3:16])[CH3:18])[CH:27]=[CH:26][CH:25]=2)=[CH:8][CH:7]=1)(=[O:5])=[O:4]. The yield is 0.580. (4) The yield is 0.150. The catalyst is CC(N(C)C)=O. The reactants are [Br:1][C:2]1[N:7]=[C:6]([CH:8]=O)[CH:5]=[CH:4][CH:3]=1.[NH2:10][C:11]1[CH:19]=[C:18]([F:20])[CH:17]=[C:16]([F:21])[C:12]=1[C:13]([NH2:15])=[O:14].C1(C)C=CC(S(O)(=O)=O)=CC=1.OS([O-])=O.[Na+]. The product is [Br:1][C:2]1[N:7]=[C:6]([C:8]2[NH:15][C:13](=[O:14])[C:12]3[C:11](=[CH:19][C:18]([F:20])=[CH:17][C:16]=3[F:21])[N:10]=2)[CH:5]=[CH:4][CH:3]=1. (5) The reactants are [NH:1]1[C:7]2[CH:8]=[CH:9][CH:10]=[CH:11][C:6]=2[CH2:5][O:4][CH2:3][C:2]1=O.[H-].[Al+3].[Li+].[H-].[H-].[H-].O.[OH-].[Na+]. The catalyst is C1COCC1. The product is [NH:1]1[C:7]2[CH:8]=[CH:9][CH:10]=[CH:11][C:6]=2[CH2:5][O:4][CH2:3][CH2:2]1. The yield is 0.480. (6) The reactants are [Cl:1][C:2]1[CH:18]=[CH:17][C:5]2[CH2:6][CH2:7][N:8]([C:11](=[O:16])[C:12]([F:15])([F:14])[F:13])[CH2:9][CH2:10][C:4]=2[C:3]=1OS(C(F)(F)F)(=O)=O.C1C=CC(P(C2C(C3C(P(C4C=CC=CC=4)C4C=CC=CC=4)=CC=C4C=3C=CC=C4)=C3C(C=CC=C3)=CC=2)C2C=CC=CC=2)=CC=1.[F:73][C:74]1[CH:81]=[C:80]([F:82])[CH:79]=[CH:78][C:75]=1[CH2:76][NH2:77].C(=O)([O-])[O-].[Cs+].[Cs+]. The catalyst is C1(C)C=CC=CC=1.C([O-])(=O)C.[Pd+2].C([O-])(=O)C. The product is [Cl:1][C:2]1[CH:18]=[CH:17][C:5]2[CH2:6][CH2:7][N:8]([C:11](=[O:16])[C:12]([F:14])([F:15])[F:13])[CH2:9][CH2:10][C:4]=2[C:3]=1[NH:77][CH2:76][C:75]1[CH:78]=[CH:79][C:80]([F:82])=[CH:81][C:74]=1[F:73]. The yield is 0.760. (7) The reactants are [Cl:1][C:2]1[CH:3]=[C:4]([OH:9])[CH:5]=[CH:6][C:7]=1[Cl:8].S(=O)(=O)(O)O.[N+:15]([O-])([OH:17])=[O:16]. The catalyst is C(Cl)Cl. The product is [Cl:8][C:7]1[C:2]([Cl:1])=[CH:3][C:4]([OH:9])=[C:5]([N+:15]([O-:17])=[O:16])[CH:6]=1. The yield is 0.420. (8) The product is [O:15]1[CH2:16][CH2:17][CH:12]([CH:10]2[CH2:11][NH:8][CH2:9]2)[CH2:13][CH2:14]1. The yield is 0.920. The catalyst is C(Cl)Cl.CO. The reactants are C(OC([N:8]1[CH2:11][CH:10]([CH:12]2[CH2:17][CH2:16][O:15][CH2:14][CH2:13]2)[CH2:9]1)=O)(C)(C)C.O.C(O)(C(F)(F)F)=O.